From a dataset of Forward reaction prediction with 1.9M reactions from USPTO patents (1976-2016). Predict the product of the given reaction. (1) Given the reactants [Cl:1][C:2]1[C:3]([C:26]2[CH:31]=[CH:30][CH:29]=[C:28]([N:32]([C@H]3CCCNC3)[CH3:33])[N:27]=2)=[CH:4][C:5]([NH:8][C@H:9]2[CH2:14][CH2:13][C@H:12]([NH:15]C(=O)OCC3C=CC=CC=3)[CH2:11][CH2:10]2)=[N:6][CH:7]=1.C(O[C:44](=[O:46])[CH3:45])(=O)C.[C:47](O)([C:49](F)(F)F)=O, predict the reaction product. The product is: [NH2:15][C@H:12]1[CH2:13][CH2:14][C@H:9]([NH:8][C:5]2[CH:4]=[C:3]([C:26]3[CH:31]=[CH:30][CH:29]=[C:28]([NH:32][CH2:33][C@H:49]4[CH2:47][CH2:4][CH2:5][N:6]([C:44](=[O:46])[CH3:45])[CH2:7]4)[N:27]=3)[C:2]([Cl:1])=[CH:7][N:6]=2)[CH2:10][CH2:11]1. (2) Given the reactants C([O:5][C:6](=[O:41])[C:7]1[CH:12]=[C:11]([C:13]2[CH:14]=[C:15]3[C:21]([C:22]4[CH:27]=[CH:26][CH:25]=[CH:24][C:23]=4[O:28][CH3:29])=[CH:20][N:19]([S:30]([C:33]4[CH:38]=[CH:37][C:36]([CH3:39])=[CH:35][CH:34]=4)(=[O:32])=[O:31])[C:16]3=[N:17][CH:18]=2)[CH:10]=[CH:9][C:8]=1[NH2:40])(C)(C)C.ClCCl.[F:45][C:46]([F:51])([F:50])[C:47]([OH:49])=[O:48], predict the reaction product. The product is: [F:45][C:46]([F:51])([F:50])[C:47]([OH:49])=[O:48].[NH2:40][C:8]1[CH:9]=[CH:10][C:11]([C:13]2[CH:14]=[C:15]3[C:21]([C:22]4[CH:27]=[CH:26][CH:25]=[CH:24][C:23]=4[O:28][CH3:29])=[CH:20][N:19]([S:30]([C:33]4[CH:34]=[CH:35][C:36]([CH3:39])=[CH:37][CH:38]=4)(=[O:31])=[O:32])[C:16]3=[N:17][CH:18]=2)=[CH:12][C:7]=1[C:6]([OH:41])=[O:5]. (3) Given the reactants C([O:4][C:5]1[CH:24]=[CH:23][C:8]([C:9]2[CH2:10][O:11][C:12]3[C:17]([CH:18]=2)=[CH:16][CH:15]=[C:14]([O:19]C(=O)C)[CH:13]=3)=[CH:7][CH:6]=1)(=O)C.C[Si](C)(C)[C:27]1[N:28]=[CH:29][NH:30][CH:31]=1, predict the reaction product. The product is: [OH:4][C:5]1[CH:6]=[CH:7][C:8]([C:9]2[CH:10]([C:27]3[N:28]=[CH:29][NH:30][CH:31]=3)[O:11][C:12]3[C:17]([CH:18]=2)=[CH:16][CH:15]=[C:14]([OH:19])[CH:13]=3)=[CH:23][CH:24]=1. (4) Given the reactants [CH2:1]([C:5]1[CH:10]=[CH:9][C:8]([C:11]#[C:12][C:13]2[CH:18]=[CH:17][C:16](I)=[C:15]([F:20])[C:14]=2[CH2:21][CH2:22][CH3:23])=[CH:7][CH:6]=1)[CH2:2][CH2:3][CH3:4].[CH2:24]([C:28]1[CH:33]=[CH:32][C:31]([C:34]2[CH:39]=[CH:38][C:37](B(O)O)=[CH:36][CH:35]=2)=[CH:30][CH:29]=1)[CH2:25][CH2:26][CH3:27].C1(P(C2CCCCC2)C2C=CC=CC=2C2C(OC)=CC=CC=2OC)CCCCC1.P([O-])([O-])([O-])=O.[K+].[K+].[K+], predict the reaction product. The product is: [CH2:24]([C:28]1[CH:33]=[CH:32][C:31]([C:34]2[CH:39]=[CH:38][C:37]([C:16]3[CH:17]=[CH:18][C:13]([C:12]#[C:11][C:8]4[CH:7]=[CH:6][C:5]([CH2:1][CH2:2][CH2:3][CH3:4])=[CH:10][CH:9]=4)=[C:14]([CH2:21][CH2:22][CH3:23])[C:15]=3[F:20])=[CH:36][CH:35]=2)=[CH:30][CH:29]=1)[CH2:25][CH2:26][CH3:27]. (5) Given the reactants C([O:4][C@@H:5]1[O:22][C@H:21]([CH2:23][O:24][C:25](=[O:27])[CH3:26])[C@@H:16]([O:17][C:18](=[O:20])[CH3:19])[C@H:11]([O:12][C:13](=[O:15])[CH3:14])[C@H:6]1[O:7][C:8](=[O:10])[CH3:9])(=O)C.C([O-])(=O)C.[NH4+], predict the reaction product. The product is: [C:8]([O:7][C@@H:6]1[C@@H:11]([O:12][C:13](=[O:15])[CH3:14])[C@H:16]([O:17][C:18](=[O:20])[CH3:19])[C@@H:21]([CH2:23][O:24][C:25](=[O:27])[CH3:26])[O:22][CH:5]1[OH:4])(=[O:10])[CH3:9].